From a dataset of Forward reaction prediction with 1.9M reactions from USPTO patents (1976-2016). Predict the product of the given reaction. Given the reactants [CH3:1][C@:2]1([C:27]([O:29]C)=[O:28])[CH2:6][CH2:5][CH2:4][N:3]1[C:7]([CH:9]1[CH2:14][CH2:13][N:12]([C:15]2[CH:16]=[N:17][CH:18]=[CH:19][C:20]=2[N:21]2[CH:25]=[C:24]([CH3:26])[CH:23]=[N:22]2)[CH2:11][CH2:10]1)=[O:8].C1COCC1.[OH-].[Na+].Cl, predict the reaction product. The product is: [CH3:1][C@:2]1([C:27]([OH:29])=[O:28])[CH2:6][CH2:5][CH2:4][N:3]1[C:7]([CH:9]1[CH2:14][CH2:13][N:12]([C:15]2[CH:16]=[N:17][CH:18]=[CH:19][C:20]=2[N:21]2[CH:25]=[C:24]([CH3:26])[CH:23]=[N:22]2)[CH2:11][CH2:10]1)=[O:8].